This data is from Peptide-MHC class II binding affinity with 134,281 pairs from IEDB. The task is: Regression. Given a peptide amino acid sequence and an MHC pseudo amino acid sequence, predict their binding affinity value. This is MHC class II binding data. (1) The peptide sequence is AYEKLSAEQSPP. The MHC is DRB1_0101 with pseudo-sequence DRB1_0101. The binding affinity (normalized) is 0.602. (2) The peptide sequence is NCNIAPLMVAYMLER. The MHC is DRB1_0701 with pseudo-sequence DRB1_0701. The binding affinity (normalized) is 0.308. (3) The peptide sequence is SAQNISGAGWSGMAE. The MHC is HLA-DQA10101-DQB10501 with pseudo-sequence HLA-DQA10101-DQB10501. The binding affinity (normalized) is 0. (4) The peptide sequence is EKKYFAATQFEPLTA. The MHC is DRB1_1602 with pseudo-sequence DRB1_1602. The binding affinity (normalized) is 0.580. (5) The peptide sequence is LTGYSLFQKEKMVLN. The MHC is HLA-DPA10201-DPB11401 with pseudo-sequence HLA-DPA10201-DPB11401. The binding affinity (normalized) is 0.140. (6) The peptide sequence is KEDFLRCLVKEIPPR. The MHC is DRB1_1001 with pseudo-sequence DRB1_1001. The binding affinity (normalized) is 0.573. (7) The peptide sequence is FLRIVQCRSVEGSCG. The MHC is DRB1_0701 with pseudo-sequence DRB1_0701. The binding affinity (normalized) is 0.179.